Task: Predict which catalyst facilitates the given reaction.. Dataset: Catalyst prediction with 721,799 reactions and 888 catalyst types from USPTO (1) Reactant: F[C:2](F)(F)C(O)=O.CC1N([C:18]2[CH:23]=[CH:22][C:21]([OH:24])=[CH:20][CH:19]=2)C2C=CN=CC=2N=1.Br[C:26]1[N:31]2[CH:32]=[CH:33][N:34]=[C:30]2C=N[C:27]=1[CH3:35].Cl[C:37]1[C:38]2[S:45][C:44]([S:46][CH3:47])=[N:43][C:39]=2[N:40]=[CH:41][N:42]=1.[H-].[Na+]. Product: [CH3:2][C:26]1[C:27]([C:35]2[CH:23]=[CH:22][C:21]([O:24][C:37]3[C:38]4[S:45][C:44]([S:46][CH3:47])=[N:43][C:39]=4[N:40]=[CH:41][N:42]=3)=[CH:20][C:19]=2[CH3:18])=[C:33]([CH3:32])[N:34]=[CH:30][N:31]=1. The catalyst class is: 192. (2) Reactant: [C:1]([C:3]1[C:4](O)=[C:5]([NH:17][C:18](=[O:23])[C:19]([CH3:22])([CH3:21])[CH3:20])[C:6]([F:16])=[C:7]([C:10]2[CH:15]=[CH:14][CH:13]=[CH:12][CH:11]=2)[C:8]=1[CH3:9])#[N:2].C(OCC)(=O)C.C(=O)([O-])O.[Na+]. Product: [C:19]([C:18]1[O:23][C:4]2[C:3]([C:1]#[N:2])=[C:8]([CH3:9])[C:7]([C:10]3[CH:11]=[CH:12][CH:13]=[CH:14][CH:15]=3)=[C:6]([F:16])[C:5]=2[N:17]=1)([CH3:21])([CH3:22])[CH3:20]. The catalyst class is: 11.